This data is from Forward reaction prediction with 1.9M reactions from USPTO patents (1976-2016). The task is: Predict the product of the given reaction. (1) Given the reactants Cl.S(=O)(=O)(O)O.N[C:8]1[CH:9]=[C:10]([C:15]([F:18])([F:17])[F:16])[CH:11]=[C:12]([Br:14])[CH:13]=1.N([O-])=[O:20].[Na+].[CH:23](=NO)[CH3:24], predict the reaction product. The product is: [Br:14][C:12]1[CH:13]=[C:8]([C:23](=[O:20])[CH3:24])[CH:9]=[C:10]([C:15]([F:18])([F:17])[F:16])[CH:11]=1. (2) Given the reactants [Cl:1][C:2]1[C:19]([F:20])=[CH:18][CH:17]=[C:16]([F:21])[C:3]=1[CH2:4][N:5]1[CH2:10][CH2:9][NH:8][C:7]2[N:11]=[CH:12][C:13](I)=[CH:14][C:6]1=2.[N:22]1([CH:27]2[CH2:32][CH2:31][N:30]([C:33]([C:35]3[CH:40]=[CH:39][C:38](B4OC(C)(C)C(C)(C)O4)=[CH:37][CH:36]=3)=[O:34])[CH2:29][CH2:28]2)[CH2:26][CH2:25][CH2:24][CH2:23]1, predict the reaction product. The product is: [Cl:1][C:2]1[C:19]([F:20])=[CH:18][CH:17]=[C:16]([F:21])[C:3]=1[CH2:4][N:5]1[CH2:10][CH2:9][NH:8][C:7]2[N:11]=[CH:12][C:13]([C:38]3[CH:39]=[CH:40][C:35]([C:33]([N:30]4[CH2:29][CH2:28][CH:27]([N:22]5[CH2:23][CH2:24][CH2:25][CH2:26]5)[CH2:32][CH2:31]4)=[O:34])=[CH:36][CH:37]=3)=[CH:14][C:6]1=2. (3) Given the reactants [O:1]1[CH2:4][C:3](=O)[CH2:2]1.[NH4+].[Cl:7][C:8]1[CH:9]=[C:10]([C@@H:14]2[C@@H:19]([C:20]3[CH:25]=[CH:24][C:23]([Cl:26])=[CH:22][CH:21]=3)[N:18]([C@@H:27]([CH2:31][CH3:32])[CH2:28][NH:29][CH3:30])[C:17](=[O:33])[C@:16]([CH2:35][C:36]([O-:38])=[O:37])([CH3:34])[CH2:15]2)[CH:11]=[CH:12][CH:13]=1.C(O[BH-](OC(=O)C)OC(=O)C)(=O)C.[Na+], predict the reaction product. The product is: [Cl:7][C:8]1[CH:9]=[C:10]([C@@H:14]2[C@@H:19]([C:20]3[CH:25]=[CH:24][C:23]([Cl:26])=[CH:22][CH:21]=3)[N:18]([C@@H:27]([CH2:31][CH3:32])[CH2:28][N:29]([CH3:30])[CH:3]3[CH2:2][O:1][CH2:4]3)[C:17](=[O:33])[C@:16]([CH2:35][C:36]([OH:38])=[O:37])([CH3:34])[CH2:15]2)[CH:11]=[CH:12][CH:13]=1. (4) Given the reactants [S:1]1[C:5]2[CH:6]=[CH:7][CH:8]=[CH:9][C:4]=2[N:3]=[C:2]1[NH:10][C@H:11]1[CH2:14][C@H:13]([NH:15][C:16]2[C:21]([NH2:22])=[CH:20][CH:19]=[CH:18][N:17]=2)[CH2:12]1.[F:23][C:24]([F:35])([F:34])[C:25](O[C:25](=O)[C:24]([F:35])([F:34])[F:23])=O.C(O)(=O)C, predict the reaction product. The product is: [F:23][C:24]([F:35])([F:34])[C:25]1[N:15]([C@H:13]2[CH2:12][C@H:11]([NH:10][C:2]3[S:1][C:5]4[CH:6]=[CH:7][CH:8]=[CH:9][C:4]=4[N:3]=3)[CH2:14]2)[C:16]2=[N:17][CH:18]=[CH:19][CH:20]=[C:21]2[N:22]=1. (5) Given the reactants [CH3:1][C:2]([C:4]1[CH:9]=[CH:8][CH:7]=[C:6]([C:10]([F:13])([F:12])[F:11])[CH:5]=1)=[O:3].[I-].[CH3:15][N+:16](=[CH2:18])[CH3:17].[ClH:19], predict the reaction product. The product is: [ClH:19].[CH3:15][N:16]([CH3:18])[CH2:17][CH2:1][C:2]([C:4]1[CH:9]=[CH:8][CH:7]=[C:6]([C:10]([F:11])([F:12])[F:13])[CH:5]=1)=[O:3]. (6) Given the reactants [C:1]1([SH:7])[CH:6]=[CH:5][CH:4]=[CH:3][CH:2]=1.Br[CH2:9][C:10]([CH3:15])([CH3:14])[C:11]([OH:13])=[O:12].[F-].[K+], predict the reaction product. The product is: [CH3:9][C:10]([CH3:15])([CH2:14][S:7][C:1]1[CH:6]=[CH:5][CH:4]=[CH:3][CH:2]=1)[C:11]([OH:13])=[O:12]. (7) Given the reactants Cl[C:2]1[CH:11]=[C:10]([CH3:12])[C:9]2[CH2:8][N:7]([C:13]3[N:17]([CH3:18])[N:16]=[C:15]([CH:19]4[CH2:21][CH2:20]4)[CH:14]=3)[CH2:6][CH2:5][C:4]=2[N:3]=1.[CH:22]([C:25]1[C:26](B2OC(C)(C)C(C)(C)O2)=[C:27]2[C:31](=[CH:32][CH:33]=1)[NH:30][N:29]=[CH:28]2)([CH3:24])[CH3:23].[O-]P([O-])([O-])=O.[K+].[K+].[K+], predict the reaction product. The product is: [CH:19]1([C:15]2[CH:14]=[C:13]([N:7]3[CH2:6][CH2:5][C:4]4[N:3]=[C:2]([C:26]5[C:25]([CH:22]([CH3:24])[CH3:23])=[CH:33][CH:32]=[C:31]6[C:27]=5[CH:28]=[N:29][NH:30]6)[CH:11]=[C:10]([CH3:12])[C:9]=4[CH2:8]3)[N:17]([CH3:18])[N:16]=2)[CH2:21][CH2:20]1. (8) Given the reactants Cl[C:2]1[N:3]=[CH:4][C:5]2[C:11]([CH:12]([F:14])[F:13])=[N:10][CH:9]=[C:8]([I:15])[C:6]=2[N:7]=1.C(N(C(C)C)C(C)C)C.C(O)C.[C:28]([O:32][C:33](=[O:42])[NH:34][C@H:35]1[CH2:40][CH2:39][CH2:38][CH2:37][C@H:36]1[NH2:41])([CH3:31])([CH3:30])[CH3:29], predict the reaction product. The product is: [C:28]([O:32][C:33](=[O:42])[NH:34][C@H:35]1[CH2:40][CH2:39][CH2:38][CH2:37][C@H:36]1[NH:41][C:2]1[N:3]=[CH:4][C:5]2[C:11]([CH:12]([F:14])[F:13])=[N:10][CH:9]=[C:8]([I:15])[C:6]=2[N:7]=1)([CH3:31])([CH3:29])[CH3:30]. (9) Given the reactants Br[C:2]1[CH:7]=[CH:6][N:5]=[CH:4][CH:3]=1.[NH2:8][C:9]1[CH:14]=[CH:13][C:12]([Cl:15])=[CH:11][C:10]=1[O:16][CH3:17].NC1C=CN=CC=1, predict the reaction product. The product is: [Cl:15][C:12]1[CH:13]=[CH:14][C:9]([NH:8][C:3]2[CH:4]=[N:5][CH:6]=[CH:7][CH:2]=2)=[C:10]([O:16][CH3:17])[CH:11]=1. (10) Given the reactants [C:1]([O:4][C@@H:5]1[C@@H:13]([C@@:14]2([CH3:31])[CH2:19][CH2:18][C@H:17]([O:20][Si:21]([C:24]([CH3:27])([CH3:26])[CH3:25])([CH3:23])[CH3:22])[CH2:16][C@@H:15]2[CH2:28][CH2:29][OH:30])[CH2:12][CH2:11][C@@:10]2([CH3:32])[C@H:6]1[CH2:7][CH2:8][C:9]12[O:36][CH2:35][CH2:34][O:33]1)(=[O:3])[CH3:2].[CH3:37][S:38](Cl)(=[O:40])=[O:39], predict the reaction product. The product is: [C:1]([O:4][C@@H:5]1[C@@H:13]([C@@:14]2([CH3:31])[CH2:19][CH2:18][C@H:17]([O:20][Si:21]([C:24]([CH3:25])([CH3:26])[CH3:27])([CH3:22])[CH3:23])[CH2:16][C@@H:15]2[CH2:28][CH2:29][O:30][S:38]([CH3:37])(=[O:40])=[O:39])[CH2:12][CH2:11][C@@:10]2([CH3:32])[C@H:6]1[CH2:7][CH2:8][C:9]12[O:33][CH2:34][CH2:35][O:36]1)(=[O:3])[CH3:2].